Dataset: TCR-epitope binding with 47,182 pairs between 192 epitopes and 23,139 TCRs. Task: Binary Classification. Given a T-cell receptor sequence (or CDR3 region) and an epitope sequence, predict whether binding occurs between them. (1) The epitope is ALLADKFPV. The TCR CDR3 sequence is CASSQAGVAVGSSYNEQFF. Result: 0 (the TCR does not bind to the epitope). (2) The epitope is FLKEKGGL. The TCR CDR3 sequence is CASSLSSNEQFF. Result: 1 (the TCR binds to the epitope). (3) The epitope is HTTDPSFLGRY. The TCR CDR3 sequence is CASSKAPDRRNEQFF. Result: 1 (the TCR binds to the epitope). (4) The epitope is GTSGSPIVNR. The TCR CDR3 sequence is CASSSISTDTQYF. Result: 0 (the TCR does not bind to the epitope). (5) The epitope is GLCTLVAML. The TCR CDR3 sequence is CASSQDRTDGNTIYF. Result: 1 (the TCR binds to the epitope). (6) The epitope is LVLSVNPYV. The TCR CDR3 sequence is CASSVQNTGELFF. Result: 0 (the TCR does not bind to the epitope). (7) The epitope is YEGNSPFHPL. The TCR CDR3 sequence is CASSFQRGVLREQYF. Result: 0 (the TCR does not bind to the epitope).